Dataset: Catalyst prediction with 721,799 reactions and 888 catalyst types from USPTO. Task: Predict which catalyst facilitates the given reaction. (1) Reactant: [C:1]([OH:8])(=O)[CH2:2][CH2:3][CH2:4][C:5]#[CH:6].C(N(CC)CC)C.CC(C)(C)C(Cl)=O.[Cl-].[Li+].[CH2:25]([C@H:32]1[CH2:36][O:35][C:34](=[O:37])[NH:33]1)[C:26]1[CH:31]=[CH:30][CH:29]=[CH:28][CH:27]=1. Product: [CH2:25]([C@H:32]1[CH2:36][O:35][C:34](=[O:37])[N:33]1[C:1](=[O:8])[CH2:2][CH2:3][CH2:4][C:5]#[CH:6])[C:26]1[CH:27]=[CH:28][CH:29]=[CH:30][CH:31]=1. The catalyst class is: 7. (2) Product: [N+:39]([C:36]1[CH:35]=[C:31]2[C:30]([CH2:29][C:18]3([C:32]2=[O:33])[C:19]2[C:20](=[N:21][CH:22]=[CH:23][CH:24]=2)[N:16]([CH2:15][O:14][CH2:13][CH2:12][Si:11]([CH3:27])([CH3:26])[CH3:10])[C:17]3=[O:25])=[CH:38][CH:37]=1)([O-:41])=[O:40]. The catalyst class is: 1. Reactant: C(N(CC)C(C)C)(C)C.[CH3:10][Si:11]([CH3:27])([CH3:26])[CH2:12][CH2:13][O:14][CH2:15][N:16]1[C:20]2=[N:21][CH:22]=[CH:23][CH:24]=[C:19]2[CH2:18][C:17]1=[O:25].Br[CH2:29][C:30]1[CH:38]=[CH:37][C:36]([N+:39]([O-:41])=[O:40])=[CH:35][C:31]=1[C:32](Cl)=[O:33]. (3) Reactant: Br[CH2:2][C:3]1[CH:7]=[CH:6][N:5]([C:8]([O:10][C:11]([CH3:14])([CH3:13])[CH3:12])=[O:9])[N:4]=1.[CH3:15][C@@H:16]1[CH2:21][NH:20][CH2:19][C@H:18]([CH3:22])[NH:17]1.C(=O)([O-])[O-].[K+].[K+]. Product: [CH3:15][C@H:16]1[NH:17][C@@H:18]([CH3:22])[CH2:19][N:20]([CH2:2][C:3]2[CH:7]=[CH:6][N:5]([C:8]([O:10][C:11]([CH3:14])([CH3:13])[CH3:12])=[O:9])[N:4]=2)[CH2:21]1. The catalyst class is: 3. (4) Product: [I:25][C:4]1[CH:5]=[CH:6][N:1]=[CH:2][C:3]=1[NH:7][C:8](=[O:14])[O:9][C:10]([CH3:11])([CH3:13])[CH3:12]. Reactant: [N:1]1[CH:6]=[CH:5][CH:4]=[C:3]([NH:7][C:8](=[O:14])[O:9][C:10]([CH3:13])([CH3:12])[CH3:11])[CH:2]=1.C([Li])(C)(C)C.CCCCC.[I:25]I. The catalyst class is: 7. (5) Reactant: Br[C:2]1[CH:3]=[N:4][C:5]2[C:10]([CH:11]=1)=[CH:9][CH:8]=[C:7]([Cl:12])[CH:6]=2.[C:13]([Cu])#[N:14].CN(C=O)C. Product: [Cl:12][C:7]1[CH:6]=[C:5]2[C:10]([CH:11]=[C:2]([C:13]#[N:14])[CH:3]=[N:4]2)=[CH:9][CH:8]=1. The catalyst class is: 2. (6) Reactant: [NH2:1][N:2]1[C:7](=[O:8])[C:6]([C:9]2[NH:14][C:13]3[CH:15]=[CH:16][CH:17]=[CH:18][C:12]=3[S:11](=[O:20])(=[O:19])[N:10]=2)=[C:5]([OH:21])[C:4]2[S:22][CH:23]=[CH:24][C:3]1=2.[CH3:25][CH:26]([CH3:30])[CH2:27][CH:28]=O. The catalyst class is: 80. Product: [O:19]=[S:11]1(=[O:20])[C:12]2[CH:18]=[CH:17][CH:16]=[CH:15][C:13]=2[NH:14][C:9]([C:6]2[C:7](=[O:8])[N:2]([N:1]=[CH:28][CH2:27][CH:26]([CH3:30])[CH3:25])[C:3]3[CH:24]=[CH:23][S:22][C:4]=3[C:5]=2[OH:21])=[N:10]1. (7) Reactant: [F:1][C:2]1[CH:7]=[C:6]([N+:8]([O-])=O)[CH:5]=[CH:4][C:3]=1[CH:11]1[CH2:16][CH2:15][N:14]([CH:17]2[CH2:20][O:19][CH2:18]2)[CH2:13][CH2:12]1. Product: [F:1][C:2]1[CH:7]=[C:6]([CH:5]=[CH:4][C:3]=1[CH:11]1[CH2:12][CH2:13][N:14]([CH:17]2[CH2:18][O:19][CH2:20]2)[CH2:15][CH2:16]1)[NH2:8]. The catalyst class is: 29.